Dataset: Peptide-MHC class II binding affinity with 134,281 pairs from IEDB. Task: Regression. Given a peptide amino acid sequence and an MHC pseudo amino acid sequence, predict their binding affinity value. This is MHC class II binding data. (1) The binding affinity (normalized) is 0.138. The MHC is DRB1_0404 with pseudo-sequence DRB1_0404. The peptide sequence is RNEWILESDHLIAEM. (2) The binding affinity (normalized) is 0.0295. The peptide sequence is LTYQWHKEGSSIGKL. The MHC is DRB1_1501 with pseudo-sequence DRB1_1501.